Dataset: Experimentally validated miRNA-target interactions with 360,000+ pairs, plus equal number of negative samples. Task: Binary Classification. Given a miRNA mature sequence and a target amino acid sequence, predict their likelihood of interaction. (1) The miRNA is hsa-miR-646 with sequence AAGCAGCUGCCUCUGAGGC. The protein sequence of the target gene is MSGALDVLQMKEEDVLKFLAAGTHLGGTNLDFQMEQYIYKRKSDGIYIINLKRTWEKLLLAARAIVAIENPADVSVISSRNTGQRAVLKFAAATGATPIAGRFTPGTFTNQIQAAFREPRLLVVTDPRADHQPLTEASYVNLPTIALCNTDSPLRYVDIAIPCNNKGAHSVGLMWWMLAREVLRMRGTISREHPWEVMPDLYFYRDPEEIEKEEQAAAEKAVTKEEFQGEWTAPAPEFTAAQPEVADWSEGVQVPSVPIQQFPTEDWSAQPATEDWSAAPTAQATEWVGATTEWS. Result: 0 (no interaction). (2) The miRNA is hsa-miR-8087 with sequence GAAGACUUCUUGGAUUACAGGGG. The protein sequence of the target gene is MWRLRRAAVACEVCQSLVKHSSGIKGSLPLQKLHLVSRSIYHSHHPTLKLQRPQLRTSFQQFSSLTNLPLRKLKFSPIKYGYQPRRNFWPARLATRLLKLRYLILGSAVGGGYTAKKTFDQWKDMIPDLSEYKWIVPDIVWEIDEYIDFEKIRKALPSSEDLVKLAPDFDKIVESLSLLKDFFTSGSPEETAFRATDRGSESDKHFRKVSDKEKIDQLQEELLHTQLKYQRILERLEKENKELRKLVLQKDDKGIHHRKLKKSLIDMYSEVLDVLSDYDASYNTQDHLPRVVVVGDQSAG.... Result: 0 (no interaction). (3) The miRNA is cgr-miR-30a-5p with sequence UGUAAACAUCCUCGACUGGAAGC. The protein sequence of the target gene is MAQRYDELPHYGGMDGVGVPASMYGDPHAPRPIPPVHHLNHGPPLHATQHYGAHAPHPNVMPASMGSAVNDALKRDKDAIYGHPLFPLLALVFEKCELATCTPREPGVAGGDVCSSDSFNEDIAVFAKQVRAEKPLFSSNPELDNLMIQAIQVLRFHLLELEKVHELCDNFCHRYISCLKGKMPIDLVIDERDGSSKSDHEELSGSSTNLADHNPSSWRDHDDATSTHSAGTPGPSSGGHASQSGDNSSEQGDGLDNSVASPGTGDDDDPDKDKKRQKKRGIFPKVATNIMRAWLFQHLT.... Result: 0 (no interaction). (4) The miRNA is hsa-miR-7152-5p with sequence UUUCCUGUCCUCCAACCAGACC. The protein sequence of the target gene is MAACIAAGHWAAMGLGRSFQAARTLLPPPASIACRVHAGPVRQQSTGPSEPGAFQPPPKPVIVDKHRPVEPERRFLSPEFIPRRGRTDPLKFQIERKDMLERRKVLHIPEFYVGSILRVTTADPYASGKISQFLGICIQRSGRGLGATFILRNVIEGQGVEICFELYNPRVQEIQVVKLEKRLDDSLLYLRDALPEYSTFDVNMKPVVQEPNQKVPVNELKVKMKPKPWSKRWERPNFNIKGIRFDLCLTEQQMKEAQKWNQPWLEFDMMREYDTSKIEAAIWKEIEASKRS. Result: 1 (interaction). (5) The miRNA is mmu-miR-92a-3p with sequence UAUUGCACUUGUCCCGGCCUG. The protein sequence of the target gene is MGQTGKKSEKGPVCWRKRVKSEYMRLRQLKRFRRADEVKTMFSSNRQKILERTETLNQEWKQRRIQPVHIMTSVSSLRGTRECSVTSDLDFPAQVIPLKTLNAVASVPIMYSWSPLQQNFMVEDETVLHNIPYMGDEVLDQDGTFIEELIKNYDGKVHGDRECGFINDEIFVELVNALGQYNDDDDDDDGDDPDEREEKQKDLEDNRDDKETCPPRKFPADKIFEAISSMFPDKGTAEELKEKYKELTEQQLPGALPPECTPNIDGPNAKSVQREQSLHSFHTLFCRRCFKYDCFLHPFH.... Result: 1 (interaction). (6) The miRNA is hsa-miR-4283 with sequence UGGGGCUCAGCGAGUUU. The protein sequence of the target gene is MLPGAWLLWTSLLLLARPAQPCPMGCDCFVQEVFCSDEELATVPLDIPPYTKNIIFVETSFTTLETRAFGSNPNLTKVVFLNTQLCQFRPDAFGGLPRLEDLEVTGSSFLNLSTNIFSNLTSLGKLTLNFNMLEALPEGLFQHLAALESLHLQGNQLQALPRRLFQPLTHLKTLNLAQNLLAQLPEELFHPLTSLQTLKLSNNALSGLPQGVFGKLGSLQELFLDSNNISELPPQVFSQLFCLERLWLQRNAITHLPLSIFASLGNLTFLSLQWNMLRVLPAGLFAHTPCLVGLSLTHNQ.... Result: 0 (no interaction). (7) The miRNA is hsa-miR-215-3p with sequence UCUGUCAUUUCUUUAGGCCAAUA. Result: 0 (no interaction). The protein sequence of the target gene is MSPPGSAAGESAGGGGGGGGSGVPEEPMASADEGPAREEQRPIQPSFTKSLCRESHWKCLLLSLLMYGCLGAVAWCHVTTVTRLTFSSAYQGNSLMYHDSPCSNGYVYIPLAFLLMLYAVYLVECWHCQARHELQHRVDVSSVQERVGRMQQATPCIWWKAISYHYVRRTRQVTRYRNGDAYTTTQVYHERVNTHVAEAEFDYARCGVRDVSKTLVGLEGAPATRLRFTKCFSFASVEAENAYLCQRARFFAENEGLDDYMEAREGMHLKNVDFREFMVAFPDPARPPWYACSSAFWAAA.... (8) The miRNA is hsa-miR-6073 with sequence GGUAGUGAGUUAUCAGCUAC. The protein sequence of the target gene is MPGARDALCHQALQLLAELCARGALEHDSCQDFIYHLRDRARPRLRDPDISVSLLTLVVTACGLALFGVSLFVSWKLCWVPWRERGLPSGSKDNNQEPLNYMDTETNEQENSEDFLDPPTPCPDSSMKISHTSPDIPLSTQTGIQENCAHGVRVQRQVTEPTSSARHNSIRRQLNLSNPDFNIQQLQKQEQLTGIGRIKPELYKQRSLDNDDGRRSNSKACGKLNFILKYDCDLEQLIVKIHKAVNLPAKDFSGTSDPYVKIYLLPDRKTKHQTKVHRKTLNPVFDEVFLFPVPYNDLEA.... Result: 0 (no interaction). (9) The miRNA is mmu-miR-329-3p with sequence AACACACCCAGCUAACCUUUUU. The protein sequence of the target gene is MGNEASLEGGAGEGPLPPGGSGLGPGPGAGKPPSALAGGGQLPVAGAARAAGPPTPGLGPVPGPGPGPGPGSVPRRLDPKEPLGSQRTTSPTPKQASATAPGRESPRETRAQGPSGQEAESPRRTLQVDSRTQRSGRSPSVSPDRGSTPTSPYSVPQIAPLPSSTLCPICKTSDLTSTPSQPNFNTCTQCHNKVCNQCGFNPNPHLTQVKEWLCLNCQMQRALGMDMTTAPRSKSQQQLHSPALSPAHSPAKQPLGKPEQERSPRGPGATQSGPRQAEAARATSVPGPTQATAPPEVGRV.... Result: 1 (interaction).